This data is from Catalyst prediction with 721,799 reactions and 888 catalyst types from USPTO. The task is: Predict which catalyst facilitates the given reaction. (1) Reactant: CC#N.C([O:6][P:7]([C:12]([CH3:16])([CH3:15])[CH2:13][NH2:14])(=[O:11])[O:8]CC)C.C[Si](Br)(C)C. Product: [NH2:14][CH2:13][C:12]([P:7](=[O:6])([OH:11])[OH:8])([CH3:16])[CH3:15]. The catalyst class is: 5. (2) The catalyst class is: 13. Reactant: [C:1](=[O:4])([O-])O.[Na+].[CH3:6][OH:7].[N:8]1[C:15](Cl)=[N:14][C:12](Cl)=[N:11][C:9]=1[Cl:10]. Product: [Cl:10][C:9]1[N:11]=[C:12]([O:7][CH3:6])[N:14]=[C:15]([O:4][CH3:1])[N:8]=1. (3) Reactant: [C:1](Cl)(=[O:3])[CH3:2].[Cl:5][C:6]1[CH:7]=[C:8]([C:13]2[NH:17][C:16]([C:18]([F:21])([F:20])[F:19])=[N:15][C:14]=2[C:22]2[CH:27]=[CH:26][C:25]([S:28]([CH3:31])(=[O:30])=[O:29])=[CH:24][CH:23]=2)[CH:9]=[C:10]([CH3:12])[CH:11]=1.C(N(CC)CC)C. Product: [Cl:5][C:6]1[CH:7]=[C:8]([C:13]2[N:17]([C:1](=[O:3])[CH3:2])[C:16]([C:18]([F:21])([F:19])[F:20])=[N:15][C:14]=2[C:22]2[CH:23]=[CH:24][C:25]([S:28]([CH3:31])(=[O:29])=[O:30])=[CH:26][CH:27]=2)[CH:9]=[C:10]([CH3:12])[CH:11]=1. The catalyst class is: 10. (4) Reactant: [CH3:1][O:2][C:3]1[CH:8]=[CH:7][CH:6]=[C:5]([NH2:9])[CH:4]=1.[C:10]1([CH:16]([C:22](OCC)=[O:23])[C:17](OCC)=[O:18])[CH:15]=[CH:14][CH:13]=[CH:12][CH:11]=1. Product: [C:10]1([C:16]2[C:17](=[O:18])[NH:9][C:5]3[C:6]([C:22]=2[OH:23])=[CH:7][CH:8]=[C:3]([O:2][CH3:1])[CH:4]=3)[CH:15]=[CH:14][CH:13]=[CH:12][CH:11]=1. The catalyst class is: 400. (5) Reactant: [N+:1]([C:4]1[C:5]([O:10][C@H:11]2[CH2:16][CH2:15][C@H:14]([OH:17])[CH2:13][CH2:12]2)=[N:6][CH:7]=[CH:8][CH:9]=1)([O-])=O. Product: [NH2:1][C:4]1[C:5]([O:10][C@H:11]2[CH2:12][CH2:13][C@H:14]([OH:17])[CH2:15][CH2:16]2)=[N:6][CH:7]=[CH:8][CH:9]=1. The catalyst class is: 227.